Dataset: Retrosynthesis with 50K atom-mapped reactions and 10 reaction types from USPTO. Task: Predict the reactants needed to synthesize the given product. Given the product O=C(c1cc2nccc(Cl)c2s1)N1CCC(O)C1, predict the reactants needed to synthesize it. The reactants are: O=C([O-])c1cc2nccc(Cl)c2s1.OC1CCNC1.